This data is from NCI-60 drug combinations with 297,098 pairs across 59 cell lines. The task is: Regression. Given two drug SMILES strings and cell line genomic features, predict the synergy score measuring deviation from expected non-interaction effect. (1) Drug 1: CC1CCCC2(C(O2)CC(NC(=O)CC(C(C(=O)C(C1O)C)(C)C)O)C(=CC3=CSC(=N3)C)C)C. Drug 2: CC12CCC3C(C1CCC2OP(=O)(O)O)CCC4=C3C=CC(=C4)OC(=O)N(CCCl)CCCl.[Na+]. Cell line: EKVX. Synergy scores: CSS=20.5, Synergy_ZIP=-6.22, Synergy_Bliss=-10.4, Synergy_Loewe=-2.25, Synergy_HSA=-6.73. (2) Drug 1: CCCS(=O)(=O)NC1=C(C(=C(C=C1)F)C(=O)C2=CNC3=C2C=C(C=N3)C4=CC=C(C=C4)Cl)F. Drug 2: CC12CCC3C(C1CCC2=O)CC(=C)C4=CC(=O)C=CC34C. Cell line: KM12. Synergy scores: CSS=40.0, Synergy_ZIP=4.90, Synergy_Bliss=-0.397, Synergy_Loewe=-18.3, Synergy_HSA=-2.83.